From a dataset of Full USPTO retrosynthesis dataset with 1.9M reactions from patents (1976-2016). Predict the reactants needed to synthesize the given product. Given the product [CH:1]1([C:7]2[CH:32]=[CH:31][C:10]([CH2:11][O:12][C:13]3[CH:14]=[C:15]4[C:19](=[CH:20][CH:21]=3)[N:18]([C:22](=[O:30])[CH2:23][N:24]([CH2:25][CH2:26][C:27]([OH:29])=[O:28])[CH3:39])[CH2:17][CH2:16]4)=[CH:9][C:8]=2[C:33]([F:36])([F:34])[F:35])[CH2:6][CH2:5][CH2:4][CH2:3][CH2:2]1, predict the reactants needed to synthesize it. The reactants are: [CH:1]1([C:7]2[CH:32]=[CH:31][C:10]([CH2:11][O:12][C:13]3[CH:14]=[C:15]4[C:19](=[CH:20][CH:21]=3)[N:18]([C:22](=[O:30])[CH2:23][NH:24][CH2:25][CH2:26][C:27]([OH:29])=[O:28])[CH2:17][CH2:16]4)=[CH:9][C:8]=2[C:33]([F:36])([F:35])[F:34])[CH2:6][CH2:5][CH2:4][CH2:3][CH2:2]1.C=O.[C:39]([BH3-])#N.[Na+].C(=O)(O)[O-].[Na+].